From a dataset of Peptide-MHC class II binding affinity with 134,281 pairs from IEDB. Regression. Given a peptide amino acid sequence and an MHC pseudo amino acid sequence, predict their binding affinity value. This is MHC class II binding data. (1) The peptide sequence is QKTKQIGNRPGPSRG. The MHC is DRB1_0801 with pseudo-sequence DRB1_0801. The binding affinity (normalized) is 0.241. (2) The peptide sequence is LVVGIYDEPMTPGQC. The MHC is HLA-DPA10103-DPB10401 with pseudo-sequence HLA-DPA10103-DPB10401. The binding affinity (normalized) is 0.0299. (3) The peptide sequence is YDKFLANVSTCLTGK. The MHC is DRB1_1001 with pseudo-sequence DRB1_1001. The binding affinity (normalized) is 0.562.